From a dataset of NCI-60 drug combinations with 297,098 pairs across 59 cell lines. Regression. Given two drug SMILES strings and cell line genomic features, predict the synergy score measuring deviation from expected non-interaction effect. (1) Drug 1: C1CCN(CC1)CCOC2=CC=C(C=C2)C(=O)C3=C(SC4=C3C=CC(=C4)O)C5=CC=C(C=C5)O. Drug 2: CCC1(C2=C(COC1=O)C(=O)N3CC4=CC5=C(C=CC(=C5CN(C)C)O)N=C4C3=C2)O.Cl. Cell line: BT-549. Synergy scores: CSS=9.07, Synergy_ZIP=-3.12, Synergy_Bliss=-1.16, Synergy_Loewe=-32.5, Synergy_HSA=-5.70. (2) Drug 1: C1CCC(CC1)NC(=O)N(CCCl)N=O. Drug 2: C1=NC2=C(N1)C(=S)N=CN2. Cell line: NCI/ADR-RES. Synergy scores: CSS=15.0, Synergy_ZIP=-10.5, Synergy_Bliss=-16.4, Synergy_Loewe=-18.9, Synergy_HSA=-14.4. (3) Cell line: NCI-H460. Synergy scores: CSS=4.07, Synergy_ZIP=20.2, Synergy_Bliss=17.9, Synergy_Loewe=4.63, Synergy_HSA=14.2. Drug 1: CC1=C2C(C(=O)C3(C(CC4C(C3C(C(C2(C)C)(CC1OC(=O)C(C(C5=CC=CC=C5)NC(=O)OC(C)(C)C)O)O)OC(=O)C6=CC=CC=C6)(CO4)OC(=O)C)O)C)O. Drug 2: CNC(=O)C1=NC=CC(=C1)OC2=CC=C(C=C2)NC(=O)NC3=CC(=C(C=C3)Cl)C(F)(F)F.